From a dataset of Forward reaction prediction with 1.9M reactions from USPTO patents (1976-2016). Predict the product of the given reaction. (1) The product is: [F:15][C:9]1[CH:10]=[C:11]([F:14])[CH:12]=[CH:13][C:8]=1[C:6]1[N:7]=[C:2]([NH:33][C:32]2[CH:34]=[CH:35][C:36]([O:37][CH3:38])=[C:30]([O:29][CH3:28])[CH:31]=2)[C:3]2[NH:18][N:17]=[CH:16][C:4]=2[N:5]=1. Given the reactants Cl[C:2]1[C:3]2[C:4](=[CH:16][N:17](CC3C=CC(OC)=CC=3)[N:18]=2)[N:5]=[C:6]([C:8]2[CH:13]=[CH:12][C:11]([F:14])=[CH:10][C:9]=2[F:15])[N:7]=1.[CH3:28][O:29][C:30]1[CH:31]=[C:32]([CH:34]=[CH:35][C:36]=1[O:37][CH3:38])[NH2:33].Cl, predict the reaction product. (2) Given the reactants P(Cl)(Cl)([Cl:3])=O.[C:6]1([CH3:32])[CH:11]=[C:10]([CH3:12])[CH:9]=[C:8]([CH3:13])[C:7]=1[C:14]1[C:15]([CH3:31])=[N:16][N:17]2[C:22](=O)[C:21]([CH2:24][C:25]([O:27][CH2:28][CH3:29])=[O:26])=[C:20]([CH3:30])[NH:19][C:18]=12.C(=O)(O)[O-].[Na+], predict the reaction product. The product is: [Cl:3][C:22]1[N:17]2[N:16]=[C:15]([CH3:31])[C:14]([C:7]3[C:8]([CH3:13])=[CH:9][C:10]([CH3:12])=[CH:11][C:6]=3[CH3:32])=[C:18]2[N:19]=[C:20]([CH3:30])[C:21]=1[CH2:24][C:25]([O:27][CH2:28][CH3:29])=[O:26]. (3) The product is: [C:1]([N:9]1[CH2:14][CH2:13][N:12]([C:15](=[O:30])[C@@H:16]([O:18][C:19]2[CH:28]=[CH:27][CH:26]=[C:25]3[C:20]=2[CH:21]=[CH:22][C:23]([NH:64][CH2:57][C:58]2[CH:63]=[CH:62][CH:61]=[CH:60][CH:59]=2)=[N:24]3)[CH3:17])[C@H:11]([CH3:31])[CH2:10]1)(=[O:8])[C:2]1[CH:7]=[CH:6][CH:5]=[CH:4][CH:3]=1. Given the reactants [C:1]([N:9]1[CH2:14][CH2:13][N:12]([C:15](=[O:30])[C@@H:16]([O:18][C:19]2[CH:28]=[CH:27][CH:26]=[C:25]3[C:20]=2[CH:21]=[CH:22][C:23](Cl)=[N:24]3)[CH3:17])[C@H:11]([CH3:31])[CH2:10]1)(=[O:8])[C:2]1[CH:7]=[CH:6][CH:5]=[CH:4][CH:3]=1.[F-].C([N+](CCCC)(CCCC)CCCC)CCC.C(N(CC)CC)C.[CH2:57]([NH2:64])[C:58]1[CH:63]=[CH:62][CH:61]=[CH:60][CH:59]=1, predict the reaction product.